From a dataset of Forward reaction prediction with 1.9M reactions from USPTO patents (1976-2016). Predict the product of the given reaction. Given the reactants O.[OH-].[Li+].[CH2:4]([O:6][CH:7]([CH2:13][C:14]1[CH:15]=[N:16][C:17]([O:20][CH2:21][CH2:22][C:23]2[N:24]=[C:25]([C:29]3[CH:34]=[CH:33][CH:32]=[CH:31][CH:30]=3)[O:26][C:27]=2[CH3:28])=[CH:18][CH:19]=1)[C:8]([O:10]CC)=[O:9])[CH3:5], predict the reaction product. The product is: [CH2:4]([O:6][CH:7]([CH2:13][C:14]1[CH:15]=[N:16][C:17]([O:20][CH2:21][CH2:22][C:23]2[N:24]=[C:25]([C:29]3[CH:30]=[CH:31][CH:32]=[CH:33][CH:34]=3)[O:26][C:27]=2[CH3:28])=[CH:18][CH:19]=1)[C:8]([OH:10])=[O:9])[CH3:5].